Dataset: Reaction yield outcomes from USPTO patents with 853,638 reactions. Task: Predict the reaction yield, written as a fraction of the theoretical maximum amount of product (1.0 means a 100% yield; for example, 0.34 means a 34% yield). The reactants are [F:1][C:2]1([F:56])[CH2:7][CH2:6][CH:5]([C:8]2[C:17]3[CH:16]([O:18][CH2:19][C:20]4[CH:25]=[CH:24][C:23]([O:26][CH3:27])=[CH:22][CH:21]=4)[CH2:15][C:14]([CH3:29])([CH3:28])[CH2:13][C:12]=3[N:11]=[C:10]([CH:30]3[CH2:35][CH2:34][N:33]([C:36]4[N:41]=[CH:40][C:39]([CH:42]=[O:43])=[CH:38][N:37]=4)[CH2:32][CH2:31]3)[C:9]=2[CH:44]([F:55])[C:45]2[CH:50]=[CH:49][C:48]([C:51]([F:54])([F:53])[F:52])=[CH:47][CH:46]=2)[CH2:4][CH2:3]1.[BH4-].[Na+]. The catalyst is C(O)C.O1CCCC1. The product is [F:56][C:2]1([F:1])[CH2:7][CH2:6][CH:5]([C:8]2[C:17]3[CH:16]([O:18][CH2:19][C:20]4[CH:21]=[CH:22][C:23]([O:26][CH3:27])=[CH:24][CH:25]=4)[CH2:15][C:14]([CH3:28])([CH3:29])[CH2:13][C:12]=3[N:11]=[C:10]([CH:30]3[CH2:31][CH2:32][N:33]([C:36]4[N:41]=[CH:40][C:39]([CH2:42][OH:43])=[CH:38][N:37]=4)[CH2:34][CH2:35]3)[C:9]=2[CH:44]([F:55])[C:45]2[CH:46]=[CH:47][C:48]([C:51]([F:52])([F:54])[F:53])=[CH:49][CH:50]=2)[CH2:4][CH2:3]1. The yield is 1.00.